From a dataset of TCR-epitope binding with 47,182 pairs between 192 epitopes and 23,139 TCRs. Binary Classification. Given a T-cell receptor sequence (or CDR3 region) and an epitope sequence, predict whether binding occurs between them. (1) The epitope is VVYRGTTTY. The TCR CDR3 sequence is CSVPSGINGYTF. Result: 0 (the TCR does not bind to the epitope). (2) Result: 1 (the TCR binds to the epitope). The TCR CDR3 sequence is CASSLELVSSTDTQYF. The epitope is VVYRGTTTY.